This data is from Catalyst prediction with 721,799 reactions and 888 catalyst types from USPTO. The task is: Predict which catalyst facilitates the given reaction. (1) Product: [OH:2][C:3]1[CH:18]=[CH:17][C:6]([O:7][C:8]2[CH:16]=[CH:15][C:11]([C:12]([OH:14])=[O:13])=[CH:10][CH:9]=2)=[CH:5][CH:4]=1. The catalyst class is: 844. Reactant: C[O:2][C:3]1[CH:18]=[CH:17][C:6]([O:7][C:8]2[CH:16]=[CH:15][C:11]([C:12]([OH:14])=[O:13])=[CH:10][CH:9]=2)=[CH:5][CH:4]=1. (2) Reactant: [Br:1][C:2]1[C:10]2[C:5](=[CH:6][CH:7]=[C:8]([N+:11]([O-])=O)[CH:9]=2)[N:4]([CH2:14][CH2:15][N:16]2[CH2:20][CH2:19][CH2:18][CH2:17]2)[N:3]=1.[Cl-].[NH4+]. Product: [Br:1][C:2]1[C:10]2[C:5](=[CH:6][CH:7]=[C:8]([NH2:11])[CH:9]=2)[N:4]([CH2:14][CH2:15][N:16]2[CH2:20][CH2:19][CH2:18][CH2:17]2)[N:3]=1. The catalyst class is: 186. (3) Reactant: Cl[C:2]1[N:7]=[C:6]([NH:8][C@H:9]([C:11]2[C:16]([F:17])=[CH:15][C:14]([F:18])=[CH:13][N:12]=2)[CH3:10])[N:5]=[C:4]([NH:19][C:20]2[N:21]=[CH:22][N:23]([CH3:25])[CH:24]=2)[N:3]=1.CCN(C(C)C)C(C)C.[F:35][CH:36]1[CH2:39][NH:38][CH2:37]1. Product: [F:17][C:16]1[C:11]([C@@H:9]([NH:8][C:6]2[N:5]=[C:4]([NH:19][C:20]3[N:21]=[CH:22][N:23]([CH3:25])[CH:24]=3)[N:3]=[C:2]([N:38]3[CH2:39][CH:36]([F:35])[CH2:37]3)[N:7]=2)[CH3:10])=[N:12][CH:13]=[C:14]([F:18])[CH:15]=1. The catalyst class is: 8. (4) Reactant: [OH:1][C:2]1[CH:3]=[CH:4][C:5](I)=[C:6]([CH:9]=1)[C:7]#[N:8].[O:11]1[CH:15]=[CH:14][CH:13]=[C:12]1[Sn](CCCC)(CCCC)CCCC. Product: [O:11]1[CH:15]=[CH:14][CH:13]=[C:12]1[C:5]1[CH:4]=[CH:3][C:2]([OH:1])=[CH:9][C:6]=1[C:7]#[N:8]. The catalyst class is: 558. (5) Product: [CH3:11][N:12]1[C:20]2[C:15](=[CH:16][CH:17]=[CH:18][CH:19]=2)[C:14]2([O:21][CH:1]3[C:10]4[C:5]([CH:4]=[CH:3][N:2]3[C:30]3[CH:31]=[CH:32][CH:33]=[CH:34][C:29]2=3)=[CH:6][CH:7]=[CH:8][CH:9]=4)[C:13]1=[O:22]. Reactant: [CH:1]1[C:10]2[C:5](=[CH:6][CH:7]=[CH:8][CH:9]=2)[CH:4]=[CH:3][N:2]=1.[CH3:11][N:12]1[C:20]2[C:15](=[CH:16][CH:17]=[CH:18][CH:19]=2)[C:14](=[O:21])[C:13]1=[O:22].FC(F)(F)S(O[C:29]1[CH:34]=[CH:33][CH:32]=[CH:31][C:30]=1[Si](C)(C)C)(=O)=O.[F-].[K+].O1CCOCCOCCOCCOCCOCC1. The catalyst class is: 1. (6) Reactant: C([O:4][CH2:5][CH:6]1[CH2:13][N:12]2[C:8](=[N:9][C:10]3[CH:17]=[CH:16][CH:15]=[C:14]([N:18]([CH2:21][CH3:22])[CH2:19][CH3:20])[C:11]=32)[N:7]1[C:23]1[CH:28]=[CH:27][C:26]([Cl:29])=[CH:25][C:24]=1[Cl:30])(=O)C.C(=O)([O-])[O-].[K+].[K+]. Product: [Cl:30][C:24]1[CH:25]=[C:26]([Cl:29])[CH:27]=[CH:28][C:23]=1[N:7]1[C:8]2=[N:9][C:10]3[CH:17]=[CH:16][CH:15]=[C:14]([N:18]([CH2:21][CH3:22])[CH2:19][CH3:20])[C:11]=3[N:12]2[CH2:13][CH:6]1[CH2:5][OH:4]. The catalyst class is: 125. (7) Reactant: C(OC(=O)[NH:7][CH2:8][CH2:9][N:10]1[C:18]2[C:17]([NH:19][C:20]3[CH:25]=[CH:24][C:23]([O:26][C:27]4[CH:32]=[CH:31][CH:30]=[C:29]([O:33][C:34]([F:39])([F:38])[CH:35]([F:37])[F:36])[CH:28]=4)=[C:22]([CH3:40])[CH:21]=3)=[N:16][CH:15]=[N:14][C:13]=2[CH:12]=[CH:11]1)(C)(C)C.[ClH:42]. Product: [ClH:42].[ClH:42].[NH2:7][CH2:8][CH2:9][N:10]1[C:18]2[C:17]([NH:19][C:20]3[CH:25]=[CH:24][C:23]([O:26][C:27]4[CH:32]=[CH:31][CH:30]=[C:29]([O:33][C:34]([F:38])([F:39])[CH:35]([F:36])[F:37])[CH:28]=4)=[C:22]([CH3:40])[CH:21]=3)=[N:16][CH:15]=[N:14][C:13]=2[CH:12]=[CH:11]1. The catalyst class is: 7.